Predict the reactants needed to synthesize the given product. From a dataset of Full USPTO retrosynthesis dataset with 1.9M reactions from patents (1976-2016). (1) Given the product [CH:63]1([NH:59][C:47](=[O:49])[C:46]2[CH:50]=[CH:51][CH:52]=[C:44]([NH:43][C:35]3[N:34]=[C:33]([NH:32][CH2:31][C:30]4[C:25]([N:24]([CH3:23])[S:53]([CH3:56])(=[O:54])=[O:55])=[N:26][CH:27]=[CH:28][CH:29]=4)[C:38]([C:39]([F:42])([F:40])[F:41])=[CH:37][N:36]=3)[CH:45]=2)[CH2:65][CH2:64]1, predict the reactants needed to synthesize it. The reactants are: N=C=N.C1N=CN(C(N2C=NC=C2)=O)C=1.FC(F)(F)C(O)=O.[CH3:23][N:24]([S:53]([CH3:56])(=[O:55])=[O:54])[C:25]1[C:30]([CH2:31][NH:32][C:33]2[C:38]([C:39]([F:42])([F:41])[F:40])=[CH:37][N:36]=[C:35]([NH:43][C:44]3[CH:45]=[C:46]([CH:50]=[CH:51][CH:52]=3)[C:47]([OH:49])=O)[N:34]=2)=[CH:29][CH:28]=[CH:27][N:26]=1.CC[N:59]([CH:63]([CH3:65])[CH3:64])C(C)C.C1(N)CC1. (2) Given the product [CH:1]([O:3][CH2:4][CH2:5][O:6][N:27]1[C:31](=[O:32])[C:30]2[C:29](=[CH:36][CH:35]=[CH:34][CH:33]=2)[C:28]1=[O:37])=[CH2:2], predict the reactants needed to synthesize it. The reactants are: [CH:1]([O:3][CH2:4][CH2:5][OH:6])=[CH2:2].C1(P(C2C=CC=CC=2)C2C=CC=CC=2)C=CC=CC=1.O[N:27]1[C:31](=[O:32])[C:30]2=[CH:33][CH:34]=[CH:35][CH:36]=[C:29]2[C:28]1=[O:37].CCOC(/N=N/C(OCC)=O)=O. (3) Given the product [C:18]([C:16]1[CH:17]=[C:12]([S:9]([CH2:8][C:4]2[CH:5]=[CH:6][CH:7]=[C:2]([CH:27]=[CH:28][C:29]3[CH:34]=[CH:33][CH:32]=[CH:31][CH:30]=3)[CH:3]=2)(=[O:11])=[O:10])[CH:13]=[C:14]([C:23]([CH3:26])([CH3:25])[CH3:24])[C:15]=1[OH:22])([CH3:21])([CH3:20])[CH3:19], predict the reactants needed to synthesize it. The reactants are: Br[C:2]1[CH:3]=[C:4]([CH2:8][S:9]([C:12]2[CH:17]=[C:16]([C:18]([CH3:21])([CH3:20])[CH3:19])[C:15]([OH:22])=[C:14]([C:23]([CH3:26])([CH3:25])[CH3:24])[CH:13]=2)(=[O:11])=[O:10])[CH:5]=[CH:6][CH:7]=1.[CH2:27]=[CH:28][C:29]1[CH:34]=[CH:33][CH:32]=[CH:31][CH:30]=1.C1(C(N)C2CCCCC2)CCCCC1. (4) Given the product [C:40]([NH:1][C:2]1[C:7]2[C:8]([C:18]([NH:20][CH3:21])=[O:19])=[C:9]([C:11]3[CH:16]=[CH:15][C:14]([F:17])=[CH:13][CH:12]=3)[O:10][C:6]=2[CH:5]=[CH:4][C:3]=1[C:22]1[CH:27]=[CH:26][CH:25]=[C:24]([C:28](=[O:39])[NH:29][C:30]([C:33]2[CH:34]=[CH:35][CH:36]=[CH:37][CH:38]=2)([CH3:32])[CH3:31])[CH:23]=1)(=[O:42])[CH3:41], predict the reactants needed to synthesize it. The reactants are: [NH2:1][C:2]1[C:7]2[C:8]([C:18]([NH:20][CH3:21])=[O:19])=[C:9]([C:11]3[CH:16]=[CH:15][C:14]([F:17])=[CH:13][CH:12]=3)[O:10][C:6]=2[CH:5]=[CH:4][C:3]=1[C:22]1[CH:27]=[CH:26][CH:25]=[C:24]([C:28](=[O:39])[NH:29][C:30]([C:33]2[CH:38]=[CH:37][CH:36]=[CH:35][CH:34]=2)([CH3:32])[CH3:31])[CH:23]=1.[C:40](Cl)(=[O:42])[CH3:41].